This data is from NCI-60 drug combinations with 297,098 pairs across 59 cell lines. The task is: Regression. Given two drug SMILES strings and cell line genomic features, predict the synergy score measuring deviation from expected non-interaction effect. (1) Drug 1: C1=C(C(=O)NC(=O)N1)N(CCCl)CCCl. Drug 2: CC(C1=C(C=CC(=C1Cl)F)Cl)OC2=C(N=CC(=C2)C3=CN(N=C3)C4CCNCC4)N. Cell line: M14. Synergy scores: CSS=18.1, Synergy_ZIP=-0.623, Synergy_Bliss=1.93, Synergy_Loewe=-1.41, Synergy_HSA=-1.11. (2) Drug 1: CC12CCC(CC1=CCC3C2CCC4(C3CC=C4C5=CN=CC=C5)C)O. Drug 2: C1CN(P(=O)(OC1)NCCCl)CCCl. Cell line: IGROV1. Synergy scores: CSS=4.34, Synergy_ZIP=-1.68, Synergy_Bliss=-0.273, Synergy_Loewe=-1.90, Synergy_HSA=-0.205. (3) Drug 1: CC1=C(C=C(C=C1)C(=O)NC2=CC(=CC(=C2)C(F)(F)F)N3C=C(N=C3)C)NC4=NC=CC(=N4)C5=CN=CC=C5. Drug 2: CS(=O)(=O)CCNCC1=CC=C(O1)C2=CC3=C(C=C2)N=CN=C3NC4=CC(=C(C=C4)OCC5=CC(=CC=C5)F)Cl. Cell line: MOLT-4. Synergy scores: CSS=1.49, Synergy_ZIP=-0.236, Synergy_Bliss=-0.806, Synergy_Loewe=-5.15, Synergy_HSA=-4.32. (4) Drug 1: C1=CC=C(C(=C1)C(C2=CC=C(C=C2)Cl)C(Cl)Cl)Cl. Drug 2: CC1C(C(CC(O1)OC2CC(CC3=C2C(=C4C(=C3O)C(=O)C5=C(C4=O)C(=CC=C5)OC)O)(C(=O)CO)O)N)O.Cl. Cell line: HS 578T. Synergy scores: CSS=53.9, Synergy_ZIP=-1.75, Synergy_Bliss=-0.319, Synergy_Loewe=3.18, Synergy_HSA=4.56.